From a dataset of Full USPTO retrosynthesis dataset with 1.9M reactions from patents (1976-2016). Predict the reactants needed to synthesize the given product. Given the product [CH3:46][O:45][C:43](=[O:44])[C:42]1[CH:47]=[CH:48][CH:49]=[C:40]([CH2:39][O:29][C:26]2[CH:25]=[CH:24][C:23]([C:22]([N:15]3[C:16]4[C:21](=[CH:20][CH:19]=[CH:18][CH:17]=4)[C@H:12]([N:8]([C:9](=[O:11])[CH3:10])[C:5]4[CH:4]=[CH:3][C:2]([Cl:1])=[CH:7][CH:6]=4)[CH2:13][C@@H:14]3[CH3:31])=[O:30])=[CH:28][CH:27]=2)[CH:41]=1, predict the reactants needed to synthesize it. The reactants are: [Cl:1][C:2]1[CH:7]=[CH:6][C:5]([N:8]([C@H:12]2[C:21]3[C:16](=[CH:17][CH:18]=[CH:19][CH:20]=3)[N:15]([C:22](=[O:30])[C:23]3[CH:28]=[CH:27][C:26]([OH:29])=[CH:25][CH:24]=3)[C@@H:14]([CH3:31])[CH2:13]2)[C:9](=[O:11])[CH3:10])=[CH:4][CH:3]=1.C([O-])([O-])=O.[Cs+].[Cs+].Br[CH2:39][C:40]1[CH:41]=[C:42]([CH:47]=[CH:48][CH:49]=1)[C:43]([O:45][CH3:46])=[O:44].